This data is from Forward reaction prediction with 1.9M reactions from USPTO patents (1976-2016). The task is: Predict the product of the given reaction. (1) The product is: [CH2:45]([O:32][CH:11]1[CH:10]([O:33][C:34](=[O:36])[CH3:35])[CH:9]([O:8][CH2:1][C:2]2[CH:7]=[CH:6][CH:5]=[CH:4][CH:3]=2)[CH:14]([O:15][CH2:16][C:17]2[CH:22]=[CH:21][CH:20]=[CH:19][CH:18]=2)[CH:13]([CH2:23][O:24][CH2:25][C:26]2[CH:31]=[CH:30][CH:29]=[CH:28][CH:27]=2)[O:12]1)[C:42]1[CH:43]=[CH:44][CH:39]=[CH:40][CH:41]=1. Given the reactants [CH2:1]([O:8][CH:9]1[CH:14]([O:15][CH2:16][C:17]2[CH:22]=[CH:21][CH:20]=[CH:19][CH:18]=2)[CH:13]([CH2:23][O:24][CH2:25][C:26]2[CH:31]=[CH:30][CH:29]=[CH:28][CH:27]=2)[O:12][CH:11]([OH:32])[CH:10]1[O:33][C:34](=[O:36])[CH3:35])[C:2]1[CH:7]=[CH:6][CH:5]=[CH:4][CH:3]=1.[H-].[Na+].[CH:39]1[CH:44]=[CH:43][C:42]([CH2:45]Br)=[CH:41][CH:40]=1.CO, predict the reaction product. (2) Given the reactants C([O:3][C:4]([C:6]1[CH:7]=[C:8]2[C:13](=[CH:14][CH:15]=1)[N:12]([C:16](=[O:18])[CH3:17])[C@@H:11]([CH2:19][CH3:20])[C@H:10]([CH3:21])[C@H:9]2[NH:22][C:23]1[N:28]=[C:27]([CH3:29])[CH:26]=[CH:25][N:24]=1)=[O:5])C.[OH-].[Li+].Cl.CO.C(Cl)Cl, predict the reaction product. The product is: [C:16]([N:12]1[C:13]2[C:8](=[CH:7][C:6]([C:4]([OH:5])=[O:3])=[CH:15][CH:14]=2)[C@H:9]([NH:22][C:23]2[N:28]=[C:27]([CH3:29])[CH:26]=[CH:25][N:24]=2)[C@@H:10]([CH3:21])[C@@H:11]1[CH2:19][CH3:20])(=[O:18])[CH3:17]. (3) Given the reactants [CH3:1][S:2]([C:5]1[N:10]=[C:9]([C:11]#[C:12][C:13]2[CH:18]=[CH:17][CH:16]=[CH:15][C:14]=2[CH2:19][C:20]([O:22][CH3:23])=[O:21])[C:8]([C:24]([F:27])([F:26])[F:25])=[CH:7][N:6]=1)(=[O:4])=[O:3], predict the reaction product. The product is: [CH3:1][S:2]([C:5]1[N:10]=[C:9]([CH2:11][CH2:12][C:13]2[CH:18]=[CH:17][CH:16]=[CH:15][C:14]=2[CH2:19][C:20]([O:22][CH3:23])=[O:21])[C:8]([C:24]([F:27])([F:26])[F:25])=[CH:7][N:6]=1)(=[O:3])=[O:4]. (4) Given the reactants C(O[C:6](=O)[NH:7][CH2:8][C@@H:9]1C[C@H:10]1[C:12]1[CH:13]=[C:14]([C:18]2[CH:23]=[CH:22][C:21]([C:24]([F:27])([F:26])[F:25])=[CH:20][CH:19]=2)[CH:15]=[CH:16][CH:17]=1)(C)(C)C.C(O)(C(F)(F)F)=O.C(Cl)[Cl:37], predict the reaction product. The product is: [ClH:37].[F:25][C:24]([F:26])([F:27])[C:21]1[CH:20]=[CH:19][C:18]([C:14]2[CH:15]=[CH:16][CH:17]=[C:12]([C@@H:10]3[CH2:9][C@H:8]3[NH:7][CH3:6])[CH:13]=2)=[CH:23][CH:22]=1. (5) Given the reactants C([O:4][CH2:5][C:6]([CH3:50])([CH3:49])[CH2:7][N:8]1[C:14]2[CH:15]=[CH:16][C:17]([Cl:19])=[CH:18][C:13]=2[C@H:12]([C:20]2[CH:25]=[CH:24][CH:23]=[C:22]([O:26][CH3:27])[C:21]=2[O:28][CH3:29])[O:11][C@@H:10]([CH2:30][C:31]([NH:33][C:34]2[CH:35]=[C:36]([CH2:41][CH2:42][C:43]([O:45]CC)=[O:44])[CH:37]=[CH:38][C:39]=2[F:40])=[O:32])[C:9]1=[O:48])(=O)C.[OH-].[Na+].C(O)C, predict the reaction product. The product is: [Cl:19][C:17]1[CH:16]=[CH:15][C:14]2[N:8]([CH2:7][C:6]([CH3:50])([CH3:49])[CH2:5][OH:4])[C:9](=[O:48])[C@H:10]([CH2:30][C:31]([NH:33][C:34]3[CH:35]=[C:36]([CH2:41][CH2:42][C:43]([OH:45])=[O:44])[CH:37]=[CH:38][C:39]=3[F:40])=[O:32])[O:11][C@@H:12]([C:20]3[CH:25]=[CH:24][CH:23]=[C:22]([O:26][CH3:27])[C:21]=3[O:28][CH3:29])[C:13]=2[CH:18]=1. (6) The product is: [C:14]([O:13][C:12]([N:11]([CH3:19])[CH2:10][CH:9]([O:8][Si:1]([C:4]([CH3:7])([CH3:6])[CH3:5])([CH3:3])[CH3:2])[CH2:20][O:21][C:22]1[CH:23]=[C:24]([C:28]2[N:33]=[C:32]([NH:44][CH:45]3[CH2:46][CH2:47][N:48]([C:51]([O:53][CH3:54])=[O:52])[CH2:49][CH2:50]3)[C:31]([CH3:35])=[C:30]([C:36]3[C:37]([CH3:42])=[N:38][O:39][C:40]=3[CH3:41])[N:29]=2)[CH:25]=[CH:26][CH:27]=1)=[O:18])([CH3:17])([CH3:16])[CH3:15]. Given the reactants [Si:1]([O:8][CH:9]([CH2:20][O:21][C:22]1[CH:27]=[CH:26][CH:25]=[C:24]([C:28]2[N:33]=[C:32](Cl)[C:31]([CH3:35])=[C:30]([C:36]3[C:37]([CH3:42])=[N:38][O:39][C:40]=3[CH3:41])[N:29]=2)[CH:23]=1)[CH2:10][N:11]([CH3:19])[C:12](=[O:18])[O:13][C:14]([CH3:17])([CH3:16])[CH3:15])([C:4]([CH3:7])([CH3:6])[CH3:5])([CH3:3])[CH3:2].Cl.[NH2:44][CH:45]1[CH2:50][CH2:49][N:48]([C:51]([O:53][CH3:54])=[O:52])[CH2:47][CH2:46]1.C(N(CC)CC)C, predict the reaction product.